Predict which catalyst facilitates the given reaction. From a dataset of Catalyst prediction with 721,799 reactions and 888 catalyst types from USPTO. Reactant: [Cl:1][C:2]1[CH:7]=[CH:6][CH:5]=[C:4]([Cl:8])[C:3]=1[C:9]1[NH:10][C:11]2[CH:17]=[C:16]([C:18]([NH:20][NH:21][C:22](=O)[C:23]3[CH:28]=[CH:27][C:26]([Cl:29])=[CH:25][CH:24]=3)=[O:19])[CH:15]=[CH:14][C:12]=2[N:13]=1.CC[N+](S(N=C(OC)[O-])(=O)=O)(CC)CC. Product: [Cl:29][C:26]1[CH:27]=[CH:28][C:23]([C:22]2[O:19][C:18]([C:16]3[CH:15]=[CH:14][C:12]4[N:13]=[C:9]([C:3]5[C:4]([Cl:8])=[CH:5][CH:6]=[CH:7][C:2]=5[Cl:1])[NH:10][C:11]=4[CH:17]=3)=[N:20][N:21]=2)=[CH:24][CH:25]=1. The catalyst class is: 1.